Predict the reaction yield, written as a fraction of the theoretical maximum amount of product (1.0 means a 100% yield; for example, 0.34 means a 34% yield). From a dataset of Reaction yield outcomes from USPTO patents with 853,638 reactions. The reactants are [CH3:1][O:2][C:3]([C:6]1[N:10]([CH2:11][CH:12]2[CH2:17][CH2:16][O:15][CH2:14][CH2:13]2)[C:9]2[CH:18]=[CH:19][C:20]([N:22]([CH3:35])[S:23]([C:26]3[CH:31]=[CH:30][C:29]([N+:32]([O-])=O)=[CH:28][CH:27]=3)(=[O:25])=[O:24])=[CH:21][C:8]=2[N:7]=1)([CH3:5])[CH3:4]. The product is [NH2:32][C:29]1[CH:30]=[CH:31][C:26]([S:23]([N:22]([C:20]2[CH:19]=[CH:18][C:9]3[N:10]([CH2:11][CH:12]4[CH2:13][CH2:14][O:15][CH2:16][CH2:17]4)[C:6]([C:3]([O:2][CH3:1])([CH3:5])[CH3:4])=[N:7][C:8]=3[CH:21]=2)[CH3:35])(=[O:25])=[O:24])=[CH:27][CH:28]=1. The yield is 1.00. The catalyst is C(OCC)(=O)C.[Pd].